This data is from Reaction yield outcomes from USPTO patents with 853,638 reactions. The task is: Predict the reaction yield, written as a fraction of the theoretical maximum amount of product (1.0 means a 100% yield; for example, 0.34 means a 34% yield). The reactants are Cl[C:2]1[CH:3]=[C:4]([CH:7]=[CH:8][C:9]=1[N:10]=[C:11]=[S:12])[C:5]#[N:6].[C:13]([C:15]([NH:18][C:19]1[CH:28]=[CH:27][C:22]([C:23](NC)=O)=[C:21]([F:29])[CH:20]=1)([CH3:17])[CH3:16])#N.C([OH:32])C.Cl.[CH3:34][N:35](C=O)C. No catalyst specified. The product is [F:29][C:21]1[CH:20]=[C:19]([N:18]2[C:15]([CH3:16])([CH3:17])[C:13](=[O:32])[N:10]([C:9]3[CH:8]=[C:7]([C:34]#[N:35])[C:4](=[CH:3][CH:2]=3)[C:5]#[N:6])[C:11]2=[S:12])[CH:28]=[CH:27][C:22]=1[CH3:23]. The yield is 0.198.